This data is from Full USPTO retrosynthesis dataset with 1.9M reactions from patents (1976-2016). The task is: Predict the reactants needed to synthesize the given product. (1) Given the product [Cl:1][C:2]1[C:7]([CH2:8][CH3:9])=[CH:6][CH:5]=[C:4]([Cl:10])[C:3]=1[CH2:11][O:12][C:14]1[CH:19]=[CH:18][C:17]2[C:20]3([CH2:36][O:37][C:16]=2[CH:15]=1)[CH2:25][CH2:24][N:23]([CH2:26][CH:27]([CH3:35])[C:28]([O:30][C:31]([CH3:32])([CH3:34])[CH3:33])=[O:29])[CH2:22][CH2:21]3, predict the reactants needed to synthesize it. The reactants are: [Cl:1][C:2]1[C:7]([CH2:8][CH3:9])=[CH:6][CH:5]=[C:4]([Cl:10])[C:3]=1[CH2:11][OH:12].O[C:14]1[CH:19]=[CH:18][C:17]2[C:20]3([CH2:36][O:37][C:16]=2[CH:15]=1)[CH2:25][CH2:24][N:23]([CH2:26][CH:27]([CH3:35])[C:28]([O:30][C:31]([CH3:34])([CH3:33])[CH3:32])=[O:29])[CH2:22][CH2:21]3.C1(P(C2C=CC=CC=2)C2C=CC=CC=2)C=CC=CC=1.CC(OC(/N=N/C(OC(C)C)=O)=O)C. (2) Given the product [CH3:6][N:7]1[C:11]([C:25]2[N:20]3[N:21]=[C:22]([CH3:24])[CH:23]=[C:18]([CH:15]([CH2:13][CH3:14])[CH2:16][CH3:17])[C:19]3=[N:27][C:26]=2[CH3:28])=[C:10]([CH3:12])[CH:9]=[N:8]1, predict the reactants needed to synthesize it. The reactants are: [Li]CCCC.[CH3:6][N:7]1[CH:11]=[C:10]([CH3:12])[CH:9]=[N:8]1.[CH2:13]([CH:15]([C:18]1[C:19]2[N:20]([C:25](I)=[C:26]([CH3:28])[N:27]=2)[N:21]=[C:22]([CH3:24])[CH:23]=1)[CH2:16][CH3:17])[CH3:14].O. (3) The reactants are: Br[C:2]1[CH:10]=[CH:9][CH:8]=[C:7]2[C:3]=1[CH2:4][CH2:5][C@@H:6]2[OH:11].[CH:12]([C:15]1[CH:20]=[CH:19][CH:18]=[CH:17][C:16]=1B(O)O)([CH3:14])[CH3:13]. Given the product [CH:12]([C:15]1[CH:20]=[CH:19][CH:18]=[CH:17][C:16]=1[C:2]1[CH:10]=[CH:9][CH:8]=[C:7]2[C:3]=1[CH2:4][CH2:5][C@@H:6]2[OH:11])([CH3:14])[CH3:13], predict the reactants needed to synthesize it. (4) Given the product [Cl:1][C:2]1[S:6][C:5]([C:7]([O:9][CH3:10])=[O:8])=[CH:4][C:3]=1[C:11]1[N:14]([CH2:17][CH3:18])[N:15]=[CH:16][C:12]=1[Cl:19], predict the reactants needed to synthesize it. The reactants are: [Cl:1][C:2]1[S:6][C:5]([C:7]([O:9][CH3:10])=[O:8])=[CH:4][C:3]=1/[C:11](/[N:14]([CH2:17][CH3:18])[N:15]=[CH2:16])=[CH:12]/C.[Cl:19]N1C(=O)CCC1=O. (5) The reactants are: [N:1]12[CH2:8][CH2:7][C:4]([C:9]([C:18]3[CH:23]=[CH:22][CH:21]=[CH:20][CH:19]=3)([C:12]3[CH:17]=[CH:16][CH:15]=[CH:14][CH:13]=3)[C:10]#[N:11])([CH2:5][CH2:6]1)[CH2:3][CH2:2]2.[Br:24][CH2:25][CH2:26][C:27]1[CH:32]=[CH:31][CH:30]=[CH:29][CH:28]=1. Given the product [Br-:24].[C:10]([C:9]([C:18]1[CH:19]=[CH:20][CH:21]=[CH:22][CH:23]=1)([C:12]1[CH:13]=[CH:14][CH:15]=[CH:16][CH:17]=1)[C:4]12[CH2:5][CH2:6][N+:1]([CH2:25][CH2:26][C:27]3[CH:32]=[CH:31][CH:30]=[CH:29][CH:28]=3)([CH2:2][CH2:3]1)[CH2:8][CH2:7]2)#[N:11], predict the reactants needed to synthesize it. (6) Given the product [CH3:25][O:26][C:27]1[CH:32]=[CH:31][C:30]([S:9]([C:6]2[CH:7]=[CH:8][C:3]([O:2][CH3:1])=[C:4]([N:13]3[CH2:14][CH2:15][NH:16][CH2:17][CH2:18]3)[CH:5]=2)(=[O:10])=[O:11])=[CH:29][CH:28]=1, predict the reactants needed to synthesize it. The reactants are: [CH3:1][O:2][C:3]1[CH:8]=[CH:7][C:6]([S:9](Cl)(=[O:11])=[O:10])=[CH:5][C:4]=1[N:13]1[CH2:18][CH2:17][N:16](C(=O)C(F)(F)F)[CH2:15][CH2:14]1.[CH3:25][O:26][C:27]1[CH:32]=[CH:31][C:30]([Mg]Br)=[CH:29][CH:28]=1.[OH-].[Na+].O. (7) Given the product [F:2][C:3]1[C:4]([CH3:18])=[C:5]([N:9]2[C:22](=[O:21])[C:23]([C:24]([OH:26])=[O:25])=[CH:29][N:11]=[C:10]2[C:12]2[CH:13]=[CH:14][CH:15]=[CH:16][CH:17]=2)[CH:6]=[CH:7][CH:8]=1, predict the reactants needed to synthesize it. The reactants are: [Na].[F:2][C:3]1[C:4]([CH3:18])=[C:5]([NH:9][C:10]([C:12]2[CH:17]=[CH:16][CH:15]=[CH:14][CH:13]=2)=[NH:11])[CH:6]=[CH:7][CH:8]=1.C([O:21][CH:22]=[C:23]([C:29](OCC)=O)[C:24]([O:26]CC)=[O:25])C.O.C(=O)(O)[O-].[Na+]. (8) The reactants are: C(O)[C@H]1O[C@@H](O[C@H]2[C@H](O)[C@@H](O)[C@H](O)O[C@@H]2CO)[C@H](O)[C@@H](O)[C@@H]1O.[C:24]([O:34]C)(=[O:33])[CH2:25][CH2:26][CH2:27][CH2:28][C:29]([O:31]C)=[O:30].CN(C1C=CC=CN=1)C.C(Cl)(=O)CCCCC(Cl)=O. Given the product [C:24]([OH:34])(=[O:33])[CH2:25][CH2:26][CH2:27][CH2:28][C:29]([OH:31])=[O:30], predict the reactants needed to synthesize it. (9) The reactants are: O1[C:5]2([CH2:10][CH2:9][CH:8]([C:11]#[N:12])[CH2:7][CH2:6]2)[O:4]CC1.Cl. Given the product [O:4]=[C:5]1[CH2:10][CH2:9][CH:8]([C:11]#[N:12])[CH2:7][CH2:6]1, predict the reactants needed to synthesize it.